This data is from Reaction yield outcomes from USPTO patents with 853,638 reactions. The task is: Predict the reaction yield, written as a fraction of the theoretical maximum amount of product (1.0 means a 100% yield; for example, 0.34 means a 34% yield). (1) The reactants are [Cl:1][C:2]1[CH:3]=[C:4]([F:11])[C:5]([C:8]([OH:10])=O)=[N:6][CH:7]=1.[NH2:12][C:13]1[CH:14]=[CH:15][C:16]([F:50])=[C:17]([C@:19]2([CH3:49])[CH2:24][O:23][CH2:22][C:21]([NH:25]C(C3C=CC(OC)=CC=3)(C3C=CC(OC)=CC=3)C3C=CC=CC=3)=[N:20]2)[CH:18]=1.F[P-](F)(F)(F)(F)F.N1(OC(N(C)C)=[N+](C)C)C2N=CC=CC=2N=N1.CCN(C(C)C)C(C)C.FC(F)(F)C(O)=O. The catalyst is ClCCl. The product is [ClH:1].[NH2:25][C:21]1[CH2:22][O:23][CH2:24][C@:19]([C:17]2[CH:18]=[C:13]([NH:12][C:8]([C:5]3[C:4]([F:11])=[CH:3][C:2]([Cl:1])=[CH:7][N:6]=3)=[O:10])[CH:14]=[CH:15][C:16]=2[F:50])([CH3:49])[N:20]=1. The yield is 0.240. (2) The reactants are [OH:1][CH2:2][C:3]1[O:4][C:5]([CH3:18])=[CH:6][C:7](=[O:17])[C:8]=1[O:9][CH2:10][C:11]1[CH:16]=[CH:15][CH:14]=[CH:13][CH:12]=1.CS(C)=O.C(N(CC)CC)C. The catalyst is C(Cl)(Cl)Cl. The product is [CH:2]([C:3]1[O:4][C:5]([CH3:18])=[CH:6][C:7](=[O:17])[C:8]=1[O:9][CH2:10][C:11]1[CH:16]=[CH:15][CH:14]=[CH:13][CH:12]=1)=[O:1]. The yield is 0.877.